This data is from Catalyst prediction with 721,799 reactions and 888 catalyst types from USPTO. The task is: Predict which catalyst facilitates the given reaction. (1) Reactant: [F:1][C:2]1[CH:7]=[CH:6][C:5]([C:8]2[N:12]3[N:13]=[CH:14][C:15]([C:17]([OH:20])([CH3:19])[CH3:18])=[N:16][C:11]3=[N:10][CH:9]=2)=[CH:4][C:3]=1[C:21]1[C:26]([C:27]([NH2:29])=O)=[CH:25][N:24]=[CH:23][N:22]=1.C([Sn](=O)CCCC)CCC. Product: [F:1][C:2]1[CH:7]=[CH:6][C:5]([C:8]2[N:12]3[N:13]=[CH:14][C:15]([C:17]([OH:20])([CH3:19])[CH3:18])=[N:16][C:11]3=[N:10][CH:9]=2)=[CH:4][C:3]=1[C:21]1[C:26]([C:27]#[N:29])=[CH:25][N:24]=[CH:23][N:22]=1. The catalyst class is: 11. (2) Reactant: [NH2:1][C:2]1[CH:7]=[CH:6][N:5]=[CH:4][CH:3]=1.Cl[C:9]([O:11][C:12]1[CH:17]=[CH:16][CH:15]=[CH:14][CH:13]=1)=[O:10]. Product: [NH3:1].[C:12]1([O:11][C:9](=[O:10])[NH:1][C:2]2[CH:7]=[CH:6][N:5]=[CH:4][CH:3]=2)[CH:17]=[CH:16][CH:15]=[CH:14][CH:13]=1. The catalyst class is: 49. (3) Reactant: [F:1][C:2]1[CH:7]=[CH:6][C:5]([C:8]2[C:17]([N:18]3[CH2:23][CH2:22][CH:21]([C:24]4[CH:29]=[CH:28][CH:27]=[CH:26][N:25]=4)[CH2:20][CH2:19]3)=[N:16][C:15]3[C:10](=[CH:11][CH:12]=[C:13]([C:30]([O:32]C)=[O:31])[CH:14]=3)[N:9]=2)=[CH:4][CH:3]=1.[OH-].[Na+]. Product: [F:1][C:2]1[CH:3]=[CH:4][C:5]([C:8]2[C:17]([N:18]3[CH2:19][CH2:20][CH:21]([C:24]4[CH:29]=[CH:28][CH:27]=[CH:26][N:25]=4)[CH2:22][CH2:23]3)=[N:16][C:15]3[C:10](=[CH:11][CH:12]=[C:13]([C:30]([OH:32])=[O:31])[CH:14]=3)[N:9]=2)=[CH:6][CH:7]=1. The catalyst class is: 24.